Dataset: Reaction yield outcomes from USPTO patents with 853,638 reactions. Task: Predict the reaction yield, written as a fraction of the theoretical maximum amount of product (1.0 means a 100% yield; for example, 0.34 means a 34% yield). (1) The reactants are Br[C:2]1[N:7]=[CH:6][C:5]2[N:8]=[C:9]([C:13]3[C:14]([NH2:18])=[N:15][O:16][N:17]=3)[N:10]([CH2:11][CH3:12])[C:4]=2[CH:3]=1.NC1C=CC=CC=1.[OH:26][C:27]1[CH:28]=[C:29]([C:33](=[O:43])[CH2:34][CH2:35][CH2:36][N:37]2[CH2:42][CH2:41][O:40][CH2:39][CH2:38]2)[CH:30]=[CH:31][CH:32]=1.N1C2C(=CC=C3C=2N=CC=C3)C=CC=1.C([O-])([O-])=O.[Cs+].[Cs+]. The catalyst is C1(C)C=CC=CC=1.COCCOC.CO.[Cu]I.CS(C)=O. The product is [NH2:18][C:14]1[C:13]([C:9]2[N:10]([CH2:11][CH3:12])[C:4]3[CH:3]=[C:2]([O:26][C:27]4[CH:28]=[C:29]([C:33](=[O:43])[CH2:34][CH2:35][CH2:36][N:37]5[CH2:42][CH2:41][O:40][CH2:39][CH2:38]5)[CH:30]=[CH:31][CH:32]=4)[N:7]=[CH:6][C:5]=3[N:8]=2)=[N:17][O:16][N:15]=1. The yield is 0.430. (2) The reactants are Cl[C:2]1[N:3]=[C:4]([NH:11][C@@H:12]2[CH2:17][CH2:16][C@H:15]([NH:18][C:19](=[O:22])[CH:20]=[CH2:21])[CH2:14][CH2:13]2)[C:5]2[O:10][CH:9]=[CH:8][C:6]=2[N:7]=1.[CH3:23][N:24]1[CH:28]=[C:27]([NH2:29])[CH:26]=[N:25]1.FC(F)(F)C(O)=O. The catalyst is C(O)(C)C. The product is [CH3:23][N:24]1[CH:28]=[C:27]([NH:29][C:2]2[N:3]=[C:4]([NH:11][C@@H:12]3[CH2:17][CH2:16][C@H:15]([NH:18][C:19](=[O:22])[CH:20]=[CH2:21])[CH2:14][CH2:13]3)[C:5]3[O:10][CH:9]=[CH:8][C:6]=3[N:7]=2)[CH:26]=[N:25]1. The yield is 0.337.